Dataset: Catalyst prediction with 721,799 reactions and 888 catalyst types from USPTO. Task: Predict which catalyst facilitates the given reaction. (1) Reactant: [CH3:1][N:2]([CH2:20][C:21]([O:23]C(C)(C)C)=[O:22])[C:3]1[N:8]=[CH:7][CH:6]=[C:5]([C:9]2[S:10][C:11]3[CH:19]=[CH:18][CH:17]=[CH:16][C:12]=3[C:13](=[O:15])[N:14]=2)[N:4]=1.C(OC(C)C)(C)C. Product: [CH3:1][N:2]([CH2:20][C:21]([OH:23])=[O:22])[C:3]1[N:8]=[CH:7][CH:6]=[C:5]([C:9]2[S:10][C:11]3[CH:19]=[CH:18][CH:17]=[CH:16][C:12]=3[C:13](=[O:15])[N:14]=2)[N:4]=1. The catalyst class is: 55. (2) Reactant: [Cl:1][C:2]1[CH:3]=[CH:4][C:5]([CH2:8][O:9][C:10]2[CH:15]=[CH:14][N:13]([C:16]3[CH:17]=[N:18][C:19](F)=[CH:20][CH:21]=3)[C:12](=[O:23])[CH:11]=2)=[N:6][CH:7]=1.[C:24]([O:28][C:29]([N:31]1[CH2:36][CH2:35][NH:34][CH2:33][CH2:32]1)=[O:30])([CH3:27])([CH3:26])[CH3:25].C([O-])([O-])=O.[K+].[K+]. Product: [Cl:1][C:2]1[CH:3]=[CH:4][C:5]([CH2:8][O:9][C:10]2[CH:15]=[CH:14][N:13]([C:16]3[CH:17]=[N:18][C:19]([N:34]4[CH2:33][CH2:32][N:31]([C:29]([O:28][C:24]([CH3:27])([CH3:26])[CH3:25])=[O:30])[CH2:36][CH2:35]4)=[CH:20][CH:21]=3)[C:12](=[O:23])[CH:11]=2)=[N:6][CH:7]=1. The catalyst class is: 3.